Predict which catalyst facilitates the given reaction. From a dataset of Catalyst prediction with 721,799 reactions and 888 catalyst types from USPTO. (1) Reactant: [H-].[Na+].[NH:3]1[CH:7]=[CH:6][C:5]([CH:8]=[O:9])=[CH:4]1.[F:10][C:11]([C:14]1[N:18]([CH2:19][CH:20]2[CH2:25][CH2:24][O:23][CH2:22][CH2:21]2)[C:17]2[CH:26]=[CH:27][C:28]([S:30](Cl)(=[O:32])=[O:31])=[CH:29][C:16]=2[N:15]=1)([F:13])[CH3:12]. Product: [F:10][C:11]([C:14]1[N:18]([CH2:19][CH:20]2[CH2:21][CH2:22][O:23][CH2:24][CH2:25]2)[C:17]2[CH:26]=[CH:27][C:28]([S:30]([N:3]3[CH:7]=[CH:6][C:5]([CH:8]=[O:9])=[CH:4]3)(=[O:31])=[O:32])=[CH:29][C:16]=2[N:15]=1)([F:13])[CH3:12]. The catalyst class is: 1. (2) Reactant: C1COCC1.CS(C)=O.[C:10]([C:13]1[CH:18]=[CH:17][N:16]=[CH:15][CH:14]=1)(=[O:12])[CH3:11]. Product: [CH3:11][CH:10]([C:13]1[CH:18]=[CH:17][N:16]=[CH:15][CH:14]=1)[OH:12]. The catalyst class is: 5. (3) Reactant: [O:1]1[CH:5]=[C:4]([C:6]([CH:8]2[CH2:12][CH2:11][N:10]([C@H:13]([C:15]3[CH:20]=[CH:19][CH:18]=[CH:17][CH:16]=3)[CH3:14])[C:9]2=O)=O)[N:3]=[CH:2]1.Cl.[CH2:23]([O:30][NH2:31])[C:24]1[CH:29]=[CH:28][CH:27]=[CH:26][CH:25]=1.[OH2:32]. Product: [CH2:23]([O:30][N:31]=[C:6]([C:4]1[N:3]=[CH:2][O:1][CH:5]=1)[CH:8]1[CH2:9][N:10]([C@H:13]([C:15]2[CH:20]=[CH:19][CH:18]=[CH:17][CH:16]=2)[CH3:14])[C:11](=[O:32])[CH2:12]1)[C:24]1[CH:29]=[CH:28][CH:27]=[CH:26][CH:25]=1. The catalyst class is: 17. (4) Reactant: C(N(CC)CC)C.[Cl-].[Br:9][C:10]1[CH:19]=[C:18]2[C:13]([C:14]([OH:21])=[C:15]([NH3+:20])[CH:16]=[N:17]2)=[CH:12][CH:11]=1.[C:22]([O:25][CH2:26][C:27](Cl)=[O:28])(=[O:24])[CH3:23]. Product: [C:22]([O:25][CH2:26][C:27]([NH:20][C:15]1[CH:16]=[N:17][C:18]2[C:13]([C:14]=1[OH:21])=[CH:12][CH:11]=[C:10]([Br:9])[CH:19]=2)=[O:28])(=[O:24])[CH3:23]. The catalyst class is: 4. (5) Reactant: [BH4-].[Na+].[C:3]([O:7][C:8](=[O:25])[NH:9][C@@H:10]([CH2:15][C:16]1[CH:21]=[CH:20][C:19]([N+:22]([O-:24])=[O:23])=[CH:18][CH:17]=1)[C:11](=[O:14])[CH2:12][Cl:13])([CH3:6])([CH3:5])[CH3:4]. Product: [C:3]([O:7][C:8](=[O:25])[NH:9][C@@H:10]([CH2:15][C:16]1[CH:17]=[CH:18][C:19]([N+:22]([O-:24])=[O:23])=[CH:20][CH:21]=1)[C@H:11]([OH:14])[CH2:12][Cl:13])([CH3:6])([CH3:4])[CH3:5]. The catalyst class is: 14. (6) Reactant: [C:1]([O:7][CH2:8][CH3:9])(=[O:6])[CH2:2][C:3]([OH:5])=O.[CH2:10]([O:17][NH:18][C:19]1[CH:29]=[CH:28][CH:27]=[CH:26][C:20]=1[C:21]([O:23][CH2:24][CH3:25])=[O:22])[C:11]1[CH:16]=[CH:15][CH:14]=[CH:13][CH:12]=1.N1C=CC=CC=1.O=P(Cl)(Cl)Cl. Product: [CH2:10]([O:17][N:18]([C:19]1[CH:29]=[CH:28][CH:27]=[CH:26][C:20]=1[C:21]([O:23][CH2:24][CH3:25])=[O:22])[C:3](=[O:5])[CH2:2][C:1]([O:7][CH2:8][CH3:9])=[O:6])[C:11]1[CH:12]=[CH:13][CH:14]=[CH:15][CH:16]=1. The catalyst class is: 291.